The task is: Predict the reaction yield, written as a fraction of the theoretical maximum amount of product (1.0 means a 100% yield; for example, 0.34 means a 34% yield).. This data is from Reaction yield outcomes from USPTO patents with 853,638 reactions. The reactants are [CH2:1]([N:8]1[CH2:13][CH2:12][CH:11]([CH3:14])[C:10](=O)[CH2:9]1)[C:2]1[CH:7]=[CH:6][CH:5]=[CH:4][CH:3]=1.CO.C(O)(=O)C.[CH3:22][NH2:23]. The catalyst is O1CCCC1. The product is [CH2:1]([N:8]1[CH2:13][CH2:12][CH:11]([CH3:14])[CH:10]([NH:23][CH3:22])[CH2:9]1)[C:2]1[CH:7]=[CH:6][CH:5]=[CH:4][CH:3]=1. The yield is 0.690.